Dataset: Reaction yield outcomes from USPTO patents with 853,638 reactions. Task: Predict the reaction yield, written as a fraction of the theoretical maximum amount of product (1.0 means a 100% yield; for example, 0.34 means a 34% yield). (1) The reactants are O.[NH2:2][NH2:3].Cl[C:5]1[N:6]=[N:7][C:8]([C:11]2[CH:16]=[CH:15][CH:14]=[CH:13][CH:12]=2)=[CH:9][N:10]=1. The catalyst is N1C=CC=CC=1. The product is [NH:2]([C:5]1[N:6]=[N:7][C:8]([C:11]2[CH:16]=[CH:15][CH:14]=[CH:13][CH:12]=2)=[CH:9][N:10]=1)[NH2:3]. The yield is 0.930. (2) The reactants are [NH2:1][C:2]1[CH:7]=[CH:6][C:5]([C:8](=[O:10])[CH3:9])=[CH:4][CH:3]=1.[CH3:11][O:12][C:13]1[CH:14]=[C:15]([C:23]2[CH:27]=[C:26]([CH:28]=O)[NH:25][N:24]=2)[CH:16]=[C:17]([O:21][CH3:22])[C:18]=1[O:19][CH3:20].[OH-].[Na+]. The catalyst is C(O)C.C(OCC)(=O)C.CCCCCC. The product is [NH2:1][C:2]1[CH:7]=[CH:6][C:5]([C:8](=[O:10])/[CH:9]=[CH:28]/[C:26]2[NH:25][N:24]=[C:23]([C:15]3[CH:14]=[C:13]([O:12][CH3:11])[C:18]([O:19][CH3:20])=[C:17]([O:21][CH3:22])[CH:16]=3)[CH:27]=2)=[CH:4][CH:3]=1. The yield is 0.648. (3) The catalyst is C(Cl)Cl. The yield is 0.840. The reactants are C(O)(C(F)(F)F)=O.[F:8][C:9]1([F:28])[CH2:13][CH2:12][N:11]([CH2:14][CH:15]2[CH2:20][CH2:19][N:18](C(OC(C)(C)C)=O)[CH2:17][CH2:16]2)[CH2:10]1. The product is [F:28][C:9]1([F:8])[CH2:13][CH2:12][N:11]([CH2:14][CH:15]2[CH2:20][CH2:19][NH:18][CH2:17][CH2:16]2)[CH2:10]1.